Dataset: Forward reaction prediction with 1.9M reactions from USPTO patents (1976-2016). Task: Predict the product of the given reaction. (1) Given the reactants [CH2:1]1[CH:3]2[CH2:4][C:5]3[CH:6]=[CH:7][CH:8]=[C:9]([O:11][C:12]4[N:13]=[N:14][C:15]([Cl:19])=[CH:16][C:17]=4[OH:18])[C:10]=3[CH:2]12.[OH-].[Na+], predict the reaction product. The product is: [CH2:1]1[CH:3]2[CH2:2][C:10]3[C:9]([O:11][C:12]4[N:13]=[N:14][C:15]([Cl:19])=[CH:16][C:17]=4[OH:18])=[CH:8][CH:7]=[CH:6][C:5]=3[CH:4]12. (2) Given the reactants [Cl:1][C:2]1[CH:7]=[C:6]([O:8][CH3:9])[C:5]([CH:10]=[CH2:11])=[CH:4][C:3]=1[C:12]1[CH:17]=[C:16]([Cl:18])[CH:15]=[CH:14][C:13]=1[Cl:19].[OH-:20].[Na+].OO, predict the reaction product. The product is: [Cl:19][C:13]1[CH:14]=[CH:15][C:16]([Cl:18])=[CH:17][C:12]=1[C:3]1[C:2]([Cl:1])=[CH:7][C:6]([O:8][CH3:9])=[C:5]([CH2:10][CH2:11][OH:20])[CH:4]=1. (3) Given the reactants [Br:1][C:2]1[CH:3]=[C:4]([NH2:9])[C:5]([NH2:8])=[N:6][CH:7]=1.[CH:10]([CH:12]=O)=O, predict the reaction product. The product is: [Br:1][C:2]1[CH:7]=[N:6][C:5]2=[N:8][CH:10]=[CH:12][N:9]=[C:4]2[CH:3]=1. (4) Given the reactants [C:1]([O:11][C:12]1[CH:17]=[C:16]([Cl:18])[C:15]([O:19][C:20]2[CH:25]=[CH:24][C:23]([NH2:26])=[C:22]([Br:27])[CH:21]=2)=[C:14]([Cl:28])[C:13]=1[CH2:29][CH3:30])(=[O:10])[CH:2]=[CH:3][C:4]1[CH:9]=[CH:8][CH:7]=[CH:6][CH:5]=1.[Cl:31][CH:32]([CH3:36])[C:33](Cl)=[O:34], predict the reaction product. The product is: [C:1]([O:11][C:12]1[CH:17]=[C:16]([Cl:18])[C:15]([O:19][C:20]2[CH:25]=[CH:24][C:23]([NH:26][C:33](=[O:34])[CH:32]([Cl:31])[CH3:36])=[C:22]([Br:27])[CH:21]=2)=[C:14]([Cl:28])[C:13]=1[CH2:29][CH3:30])(=[O:10])[CH:2]=[CH:3][C:4]1[CH:9]=[CH:8][CH:7]=[CH:6][CH:5]=1. (5) Given the reactants [CH2:1]1[C@H:5]([N:6]2[C:11](=[O:12])[N:10]=[C:9]([NH2:13])[CH:8]=[CH:7]2)[O:4][C@H:3]([CH2:14][O:15][P:16]([OH:19])([OH:18])=[O:17])[C@H:2]1[O:20][P:21]([O:24][CH2:25][C@H:26]1[O:30][C@@H:29]([N:31]2[C:35]3[N:36]=[CH:37][N:38]=[C:39]([NH2:40])[C:34]=3[N:33]=[CH:32]2)[C@H:28]([OH:41])[C@@H:27]1[OH:42])([OH:23])=[O:22].[CH2:43]([S:50][C:51](=[O:67])[CH2:52][C@H:53]([NH:60][C:61](=[O:66])[CH2:62][CH2:63][CH:64]=[CH2:65])[C:54](OCC#N)=[O:55])[C:44]1[CH:49]=[CH:48][CH:47]=[CH:46][CH:45]=1.FC(F)(F)C(O)=O, predict the reaction product. The product is: [CH2:43]([S:50][C:51](=[O:67])[CH2:52][C@@H:53]([NH:60][C:61](=[O:66])[CH2:62][CH2:63][CH:64]=[CH2:65])[C:54]([O:42][C@H:27]1[C@@H:28]([OH:41])[C@H:29]([N:31]2[CH:32]=[N:33][C:34]3[C:35]2=[N:36][CH:37]=[N:38][C:39]=3[NH2:40])[O:30][C@H:26]1[CH2:25][O:24][P:21]([O:20][C@H:2]1[CH2:1][C@H:5]([N:6]2[CH:7]=[CH:8][C:9]([NH2:13])=[N:10][C:11]2=[O:12])[O:4][C@@H:3]1[CH2:14][O:15][P:16]([OH:18])([OH:19])=[O:17])([OH:23])=[O:22])=[O:55])[C:44]1[CH:45]=[CH:46][CH:47]=[CH:48][CH:49]=1.